This data is from NCI-60 drug combinations with 297,098 pairs across 59 cell lines. The task is: Regression. Given two drug SMILES strings and cell line genomic features, predict the synergy score measuring deviation from expected non-interaction effect. (1) Drug 1: C(=O)(N)NO. Drug 2: CC12CCC3C(C1CCC2O)C(CC4=C3C=CC(=C4)O)CCCCCCCCCS(=O)CCCC(C(F)(F)F)(F)F. Cell line: OVCAR-5. Synergy scores: CSS=-6.80, Synergy_ZIP=1.95, Synergy_Bliss=-3.79, Synergy_Loewe=-3.78, Synergy_HSA=-7.90. (2) Drug 1: CCCCC(=O)OCC(=O)C1(CC(C2=C(C1)C(=C3C(=C2O)C(=O)C4=C(C3=O)C=CC=C4OC)O)OC5CC(C(C(O5)C)O)NC(=O)C(F)(F)F)O. Drug 2: C1CN1C2=NC(=NC(=N2)N3CC3)N4CC4. Cell line: SR. Synergy scores: CSS=96.3, Synergy_ZIP=3.95, Synergy_Bliss=11.3, Synergy_Loewe=-0.368, Synergy_HSA=3.22. (3) Drug 1: C1=CC(=CC=C1C#N)C(C2=CC=C(C=C2)C#N)N3C=NC=N3. Drug 2: C1C(C(OC1N2C=NC(=NC2=O)N)CO)O. Cell line: SK-OV-3. Synergy scores: CSS=-8.44, Synergy_ZIP=2.33, Synergy_Bliss=-2.10, Synergy_Loewe=-3.33, Synergy_HSA=-6.42. (4) Drug 1: CS(=O)(=O)C1=CC(=C(C=C1)C(=O)NC2=CC(=C(C=C2)Cl)C3=CC=CC=N3)Cl. Drug 2: CC1=C2C(C(=O)C3(C(CC4C(C3C(C(C2(C)C)(CC1OC(=O)C(C(C5=CC=CC=C5)NC(=O)OC(C)(C)C)O)O)OC(=O)C6=CC=CC=C6)(CO4)OC(=O)C)OC)C)OC. Cell line: MOLT-4. Synergy scores: CSS=76.9, Synergy_ZIP=7.51, Synergy_Bliss=6.79, Synergy_Loewe=-4.38, Synergy_HSA=6.78.